This data is from Full USPTO retrosynthesis dataset with 1.9M reactions from patents (1976-2016). The task is: Predict the reactants needed to synthesize the given product. (1) Given the product [Cl:20][C:21]1[N:26]=[C:25]([N:9]([CH:10]([CH3:12])[CH3:11])[CH2:8][C:2]([F:13])([F:1])[C:3]([O:5][CH2:6][CH3:7])=[O:4])[C:24]([N+:28]([O-:30])=[O:29])=[CH:23][N:22]=1, predict the reactants needed to synthesize it. The reactants are: [F:1][C:2]([F:13])([CH2:8][NH:9][CH:10]([CH3:12])[CH3:11])[C:3]([O:5][CH2:6][CH3:7])=[O:4].C([O-])([O-])=O.[K+].[K+].[Cl:20][C:21]1[N:26]=[C:25](Cl)[C:24]([N+:28]([O-:30])=[O:29])=[CH:23][N:22]=1. (2) Given the product [Cl:23][C:18]1[CH:17]=[C:16]([NH:15][C:7]2[C:6]3[C:11](=[CH:12][CH:13]=[CH:14][C:5]=3[O:4][CH2:3][C@@H:2]([NH:1][C:25](=[O:27])[CH3:26])[CH3:24])[N:10]=[CH:9][N:8]=2)[CH:21]=[CH:20][C:19]=1[OH:22], predict the reactants needed to synthesize it. The reactants are: [NH2:1][C@@H:2]([CH3:24])[CH2:3][O:4][C:5]1[CH:14]=[CH:13][CH:12]=[C:11]2[C:6]=1[C:7]([NH:15][C:16]1[CH:21]=[CH:20][C:19]([OH:22])=[C:18]([Cl:23])[CH:17]=1)=[N:8][CH:9]=[N:10]2.[C:25](O)(=[O:27])[CH3:26]. (3) Given the product [CH3:21][N:1]1[C:9]2[C:4](=[CH:5][CH:6]=[CH:7][CH:8]=2)[C:3]([CH:10]2[CH2:11][CH2:12][N:13]([C:16](=[O:18])[CH3:17])[CH2:14][CH2:15]2)=[CH:2]1, predict the reactants needed to synthesize it. The reactants are: [NH:1]1[C:9]2[C:4](=[CH:5][CH:6]=[CH:7][CH:8]=2)[C:3]([CH:10]2[CH2:15][CH2:14][N:13]([C:16](=[O:18])[CH3:17])[CH2:12][CH2:11]2)=[CH:2]1.[H-].[Na+].[CH3:21]I. (4) Given the product [CH3:18][O:17][C:14]1[CH:15]=[C:16]2[C:11](=[CH:12][C:13]=1[O:19][CH2:20][CH:21]1[CH2:26][CH2:25][CH2:24][N:23]([CH3:27])[CH2:22]1)[N:10]=[CH:9][NH:8][C:7]2=[O:6], predict the reactants needed to synthesize it. The reactants are: ClC1C=CC([O:6][C:7]2[C:16]3[C:11](=[CH:12][C:13]([O:19][CH2:20][CH:21]4[CH2:26][CH2:25][CH2:24][N:23]([CH3:27])[CH2:22]4)=[C:14]([O:17][CH3:18])[CH:15]=3)[N:10]=[CH:9][N:8]=2)=C(F)C=1. (5) Given the product [O:12]1[CH2:13][CH2:14][CH:10]([O:9][C:2]2[CH:7]=[CH:6][C:5]([Br:8])=[CH:4][N:3]=2)[CH2:11]1, predict the reactants needed to synthesize it. The reactants are: Br[C:2]1[CH:7]=[CH:6][C:5]([Br:8])=[CH:4][N:3]=1.[OH:9][CH:10]1[CH2:14][CH2:13][O:12][CH2:11]1. (6) Given the product [C:10]1([C:9]#[C:8][C:7]2[N:6]=[C:5]([NH2:16])[CH:4]=[C:3]([C:17]3[CH:22]=[CH:21][N:20]=[CH:19][CH:18]=3)[C:2]=2[C:27]2[CH:28]=[N:23][CH:24]=[N:25][CH:26]=2)[CH:15]=[CH:14][CH:13]=[CH:12][CH:11]=1, predict the reactants needed to synthesize it. The reactants are: Br[C:2]1[C:3]([C:17]2[CH:22]=[CH:21][N:20]=[CH:19][CH:18]=2)=[CH:4][C:5]([NH2:16])=[N:6][C:7]=1[C:8]#[C:9][C:10]1[CH:15]=[CH:14][CH:13]=[CH:12][CH:11]=1.[N:23]1[CH:28]=[C:27](B(O)O)[CH:26]=[N:25][CH:24]=1.C(=O)([O-])[O-].[Na+].[Na+]. (7) Given the product [N:17]1[CH:18]=[CH:19][CH:20]=[C:15]([CH2:14][N:4]2[CH2:5][CH2:6][N:1]([C:7]([O:9][C:10]([CH3:13])([CH3:12])[CH3:11])=[O:8])[CH2:2][CH2:3]2)[CH:16]=1, predict the reactants needed to synthesize it. The reactants are: [N:1]1([C:7]([O:9][C:10]([CH3:13])([CH3:12])[CH3:11])=[O:8])[CH2:6][CH2:5][NH:4][CH2:3][CH2:2]1.[CH:14](=O)[C:15]1[CH:20]=[CH:19][CH:18]=[N:17][CH:16]=1.C(O[BH-](OC(=O)C)OC(=O)C)(=O)C.[Na+]. (8) Given the product [OH:48][C:47]([CH3:50])([CH3:49])[CH2:46][N:34]1[C:35]2[CH2:36][CH2:37][CH:29]([N:3]3[C:2](=[O:1])[C:7]([CH2:8][C:9]4[CH:10]=[CH:11][C:12]([C:15]5[C:16]([C:21]#[N:22])=[CH:17][CH:18]=[CH:19][CH:20]=5)=[CH:13][CH:14]=4)=[C:6]([CH2:23][CH2:24][CH3:25])[N:5]4[N:26]=[CH:27][N:28]=[C:4]34)[CH2:30][C:31]=2[CH:32]=[N:33]1, predict the reactants needed to synthesize it. The reactants are: [O:1]=[C:2]1[C:7]([CH2:8][C:9]2[CH:14]=[CH:13][C:12]([C:15]3[C:16]([C:21]#[N:22])=[CH:17][CH:18]=[CH:19][CH:20]=3)=[CH:11][CH:10]=2)=[C:6]([CH2:23][CH2:24][CH3:25])[N:5]2[N:26]=[CH:27][N:28]=[C:4]2[N:3]1[CH:29]1[CH2:37][CH2:36][C:35]2[NH:34][N:33]=[CH:32][C:31]=2[CH2:30]1.[H-].[Na+].CN(C)C(=O)C.[CH3:46][C:47]1([CH3:50])[CH2:49][O:48]1. (9) Given the product [CH3:7][N:11]1[C:10]([CH3:30])([CH3:9])[CH2:19][C:18]2[C:13](=[CH:14][CH:15]=[CH:16][CH:17]=2)[CH:12]1[C:20]1[CH:21]=[N:22][C:23]2[C:28]([CH:29]=1)=[CH:27][CH:26]=[CH:25][CH:24]=2, predict the reactants needed to synthesize it. The reactants are: C(=O)([O-])[O-].[K+].[K+].[CH3:7]I.[CH3:9][C:10]1([CH3:30])[CH2:19][C:18]2[C:13](=[CH:14][CH:15]=[CH:16][CH:17]=2)[CH:12]([C:20]2[CH:21]=[N:22][C:23]3[C:28]([CH:29]=2)=[CH:27][CH:26]=[CH:25][CH:24]=3)[NH:11]1. (10) Given the product [C:4]([O-:10])(=[O:9])[CH2:5][C:6]([O-:8])=[O:7].[CH2:11]([Mg+2:2])[CH3:12], predict the reactants needed to synthesize it. The reactants are: [Cl-].[Mg+2:2].[Cl-].[C:4]([OH:10])(=[O:9])[CH2:5][C:6]([OH:8])=[O:7].[CH2:11]([K])[CH3:12].